From a dataset of Forward reaction prediction with 1.9M reactions from USPTO patents (1976-2016). Predict the product of the given reaction. Given the reactants Br[C:2]1[C:3]2[C:4]3[CH:17]=[CH:16][S:15][C:5]=3[C:6](=[O:14])[NH:7][C:8]=2[CH:9]=[CH:10][C:11]=1[O:12][CH3:13].[CH3:18][CH:19]([CH3:45])[CH:20]([C:30]1[CH:35]=[CH:34][C:33](B2OC(C)(C)C(C)(C)O2)=[CH:32][CH:31]=1)[CH2:21][NH:22][C:23](=[O:29])[O:24][C:25]([CH3:28])([CH3:27])[CH3:26], predict the reaction product. The product is: [CH3:13][O:12][C:11]1[CH:10]=[CH:9][C:8]2[NH:7][C:6](=[O:14])[C:5]3[S:15][CH:16]=[CH:17][C:4]=3[C:3]=2[C:2]=1[C:33]1[CH:32]=[CH:31][C:30]([CH:20]([CH:19]([CH3:45])[CH3:18])[CH2:21][NH:22][C:23](=[O:29])[O:24][C:25]([CH3:26])([CH3:27])[CH3:28])=[CH:35][CH:34]=1.